From a dataset of Reaction yield outcomes from USPTO patents with 853,638 reactions. Predict the reaction yield, written as a fraction of the theoretical maximum amount of product (1.0 means a 100% yield; for example, 0.34 means a 34% yield). (1) The reactants are [O:1]1[C:5]([C:6]2[CH:11]=[CH:10][C:9]([NH:12][C:13]3[N:14]=[C:15]([N:23]([C:27]4[CH:32]=[CH:31][CH:30]=[CH:29][CH:28]=4)[CH2:24][CH2:25][OH:26])[C:16]4[CH2:22][NH:21][CH2:20][CH2:19][C:17]=4[N:18]=3)=[CH:8][CH:7]=2)=[CH:4][N:3]=[CH:2]1.C(N(CC)CC)C.[CH3:40][N:41]([CH3:45])[C:42](Cl)=[O:43]. The catalyst is ClCCl.CO. The product is [OH:26][CH2:25][CH2:24][N:23]([C:27]1[CH:28]=[CH:29][CH:30]=[CH:31][CH:32]=1)[C:15]1[C:16]2[CH2:22][N:21]([C:42]([N:41]([CH3:45])[CH3:40])=[O:43])[CH2:20][CH2:19][C:17]=2[N:18]=[C:13]([NH:12][C:9]2[CH:10]=[CH:11][C:6]([C:5]3[O:1][CH:2]=[N:3][CH:4]=3)=[CH:7][CH:8]=2)[N:14]=1. The yield is 0.330. (2) The reactants are [Br:1][C:2]1[CH:3]=[CH:4][C:5]2[O:9][C:8](=[O:10])[NH:7][C:6]=2[CH:11]=1.I[CH:13]([CH3:15])[CH3:14]. No catalyst specified. The product is [Br:1][C:2]1[CH:3]=[CH:4][C:5]2[O:9][C:8](=[O:10])[N:7]([CH:13]([CH3:15])[CH3:14])[C:6]=2[CH:11]=1. The yield is 0.660.